This data is from Full USPTO retrosynthesis dataset with 1.9M reactions from patents (1976-2016). The task is: Predict the reactants needed to synthesize the given product. (1) The reactants are: [CH3:1][C@H:2]1[CH2:7][NH:6][CH2:5][CH2:4][NH:3]1.[Br:8][C:9]1[N:14]=[CH:13][CH:12]=[CH:11][N:10]=1. Given the product [BrH:8].[CH3:1][C@@H:2]1[NH:3][CH2:4][CH2:5][N:6]([C:9]2[N:14]=[CH:13][CH:12]=[CH:11][N:10]=2)[CH2:7]1, predict the reactants needed to synthesize it. (2) Given the product [Si:23]([O:1][C:2]1[CH:11]=[C:10]2[C:5]([CH:6]=[CH:7][CH:8]=[N:9]2)=[CH:4][CH:3]=1)([C:20]([CH3:22])([CH3:21])[CH3:19])([CH3:25])[CH3:24], predict the reactants needed to synthesize it. The reactants are: [OH:1][C:2]1[CH:11]=[C:10]2[C:5]([CH:6]=[CH:7][CH:8]=[N:9]2)=[CH:4][CH:3]=1.C(N(CC)CC)C.[CH3:19][C:20]([Si:23](Cl)([CH3:25])[CH3:24])([CH3:22])[CH3:21].[NH4+].[Cl-]. (3) Given the product [OH:1][C:2]1[C:7]2=[N:8][C:9]([CH3:16])=[C:10]([CH2:13][CH2:14][Cl:19])[C:11](=[O:12])[N:6]2[CH:5]=[CH:4][CH:3]=1, predict the reactants needed to synthesize it. The reactants are: [OH:1][C:2]1[C:7]2=[N:8][C:9]([CH3:16])=[C:10]([CH2:13][CH2:14]O)[C:11](=[O:12])[N:6]2[CH:5]=[CH:4][CH:3]=1.S(Cl)([Cl:19])=O. (4) Given the product [C:20]1([S:17]([N:16]2[C:9]3[C:10](=[N:11][C:12]([Cl:3])=[C:7]([Br:6])[CH:8]=3)[CH:14]=[CH:15]2)(=[O:19])=[O:18])[CH:25]=[CH:24][CH:23]=[CH:22][CH:21]=1, predict the reactants needed to synthesize it. The reactants are: P(Cl)(Cl)([Cl:3])=O.[Br:6][C:7]1[CH:8]=[C:9]2[N:16]([S:17]([C:20]3[CH:25]=[CH:24][CH:23]=[CH:22][CH:21]=3)(=[O:19])=[O:18])[CH:15]=[CH:14][C:10]2=[N+:11]([O-])[CH:12]=1.C(N(CC)CC)C. (5) Given the product [F:2][C:3]1[C:8]([F:9])=[CH:7][C:6]([C:10]2[CH:11]=[CH:12][C:13]([O:16][CH2:17][C:18]3[CH:19]=[C:20]([NH:24][S:35]([CH3:34])(=[O:37])=[O:36])[CH:21]=[CH:22][CH:23]=3)=[CH:14][CH:15]=2)=[C:5]([O:25][CH3:26])[CH:4]=1, predict the reactants needed to synthesize it. The reactants are: Cl.[F:2][C:3]1[C:8]([F:9])=[CH:7][C:6]([C:10]2[CH:15]=[CH:14][C:13]([O:16][CH2:17][C:18]3[CH:19]=[C:20]([NH2:24])[CH:21]=[CH:22][CH:23]=3)=[CH:12][CH:11]=2)=[C:5]([O:25][CH3:26])[CH:4]=1.C(N(CC)CC)C.[CH3:34][S:35](Cl)(=[O:37])=[O:36].FC1C=C(F)C(F)=CC=1C1C=CC(OCC2C=C(NS(C)(=O)=O)C=CC=2)=CC=1. (6) Given the product [CH2:1]([O:5][C:6]([N:8]1[CH2:13][CH2:12][N:11]([C:14](=[O:31])[CH2:15][NH:16][C:17]([C:19]2[C:28]([O:33][CH3:32])=[C:27]([C:46]([O:45][CH2:38][C:39]3[CH:44]=[CH:43][CH:42]=[CH:41][CH:40]=3)=[O:49])[C:26]3[C:21](=[CH:22][C:23]([CH3:30])=[CH:24][CH:25]=3)[N:20]=2)=[O:18])[CH2:10][CH2:9]1)=[O:7])[CH2:2][CH2:3][CH3:4], predict the reactants needed to synthesize it. The reactants are: [CH2:1]([O:5][C:6]([N:8]1[CH2:13][CH2:12][N:11]([C:14](=[O:31])[CH2:15][NH:16][C:17]([C:19]2[CH:28]=[C:27](O)[C:26]3[C:21](=[CH:22][C:23]([CH3:30])=[CH:24][CH:25]=3)[N:20]=2)=[O:18])[CH2:10][CH2:9]1)=[O:7])[CH2:2][CH2:3][CH3:4].[C:32](=O)([O-])[O-:33].[Cs+].[Cs+].[CH2:38]([O:45][C:46](=[O:49])CBr)[C:39]1[CH:44]=[CH:43][CH:42]=[CH:41][CH:40]=1.